From a dataset of Full USPTO retrosynthesis dataset with 1.9M reactions from patents (1976-2016). Predict the reactants needed to synthesize the given product. Given the product [CH3:1][C:2]1[N:7]=[C:6]([O:8][CH2:9][C:10]2[CH:15]=[CH:14][C:13]([O:16][CH2:17][C:18]3[N:19]=[C:20]([C:24]4[CH:25]=[CH:26][CH:27]=[CH:28][CH:29]=4)[O:21][C:22]=3[CH3:23])=[CH:12][CH:11]=2)[C:5]([CH2:30][C:31]([OH:39])=[O:36])=[CH:4][CH:3]=1, predict the reactants needed to synthesize it. The reactants are: [CH3:1][C:2]1[N:7]=[C:6]([O:8][CH2:9][C:10]2[CH:15]=[CH:14][C:13]([O:16][CH2:17][C:18]3[N:19]=[C:20]([C:24]4[CH:29]=[CH:28][CH:27]=[CH:26][CH:25]=4)[O:21][C:22]=3[CH3:23])=[CH:12][CH:11]=2)[C:5]([CH2:30][C:31]#N)=[CH:4][CH:3]=1.C(O)C.[OH-:36].[Na+].Cl.[OH2:39].